Dataset: Retrosynthesis with 50K atom-mapped reactions and 10 reaction types from USPTO. Task: Predict the reactants needed to synthesize the given product. (1) Given the product CN(C)C(=O)[C@@H]1C[C@@H](O)CN1C(=O)OC(C)(C)C, predict the reactants needed to synthesize it. The reactants are: CC(C)(C)OC(=O)N1C[C@H](O)C[C@H]1C(=O)O.CNC. (2) Given the product O=C(Oc1ccccc1)c1ccc(NS(=O)(=O)c2cc(Cl)c(Cl)s2)cc1O, predict the reactants needed to synthesize it. The reactants are: O=C(O)c1ccc(NS(=O)(=O)c2cc(Cl)c(Cl)s2)cc1O.Oc1ccccc1. (3) Given the product CCC(C)Sc1ccc(OC)cc1, predict the reactants needed to synthesize it. The reactants are: CCC(C)Br.COc1ccc(S)cc1. (4) The reactants are: CCOC(=O)CP(=O)(OCC)OCC.O=CCC1Cc2ccccc2C1. Given the product CCOC(=O)/C=C/CC1Cc2ccccc2C1, predict the reactants needed to synthesize it. (5) Given the product CC(C)Oc1ncc(-c2nc(-c3cccc4c3OCCNC4CCCC(=O)O)no2)cc1Cl, predict the reactants needed to synthesize it. The reactants are: CC(C)Oc1ncc(-c2nc(-c3cccc4c3OCCN(C(=O)OC(C)(C)C)C4CCCC(=O)O)no2)cc1Cl.